From a dataset of Full USPTO retrosynthesis dataset with 1.9M reactions from patents (1976-2016). Predict the reactants needed to synthesize the given product. (1) Given the product [CH2:14]([N:2]1[CH2:3][CH2:4][C:5]2[C:10](=[CH:9][CH:8]=[CH:7][CH:6]=2)[CH2:1]1)[C:13]#[CH:12], predict the reactants needed to synthesize it. The reactants are: [CH2:1]1[C:10]2[C:5](=[CH:6][CH:7]=[CH:8][CH:9]=2)[CH2:4][CH2:3][NH:2]1.Br[CH2:12][C:13]#[CH:14].[Cl-].[NH4+]. (2) Given the product [CH2:1]([O:8][CH2:9][C:10]1[N:11]([CH2:28][C:29]2[CH:43]=[CH:42][N:41]=[CH:44][CH:46]=2)[C:12]([S:18][C:19]2[CH:24]=[CH:23][CH:22]=[C:21]([O:25][CH3:26])[CH:20]=2)=[C:13]([CH:15]([CH3:17])[CH3:16])[N:14]=1)[C:2]1[CH:3]=[CH:4][CH:5]=[CH:6][CH:7]=1, predict the reactants needed to synthesize it. The reactants are: [CH2:1]([O:8][CH2:9][C:10]1[NH:11][C:12]([S:18][C:19]2[CH:24]=[CH:23][CH:22]=[C:21]([O:25][CH3:26])[CH:20]=2)=[C:13]([CH:15]([CH3:17])[CH3:16])[N:14]=1)[C:2]1[CH:7]=[CH:6][CH:5]=[CH:4][CH:3]=1.Cl.[CH2:28](OC(=O)[C@H](C)N)[CH2:29]CC.C([N:41]([CH:44]([CH3:46])C)[CH2:42][CH3:43])(C)C.C1(P(C2C=CC=CC=2)C2C=CC=CC=2)C=CC=CC=1. (3) Given the product [CH2:24]([N:23]1[C:22]2[C:21](=[O:28])[N:20]([CH2:34][C:35]3[C:44]4[C:39](=[CH:40][CH:41]=[CH:42][CH:43]=4)[N:38]=[CH:37][C:36]=3[C:45]#[N:46])[C:19](=[O:29])[N:18]([CH3:30])[C:17]=2[C:16]([C:31]#[N:32])=[C:15]1[N:11]1[CH2:12][CH2:13][CH2:14][NH:8][CH2:9][CH2:10]1)[C:25]#[C:26][CH3:27], predict the reactants needed to synthesize it. The reactants are: C(OC([N:8]1[CH2:14][CH2:13][CH2:12][N:11]([C:15]2[N:23]([CH2:24][C:25]#[C:26][CH3:27])[C:22]3[C:21](=[O:28])[NH:20][C:19](=[O:29])[N:18]([CH3:30])[C:17]=3[C:16]=2[C:31]#[N:32])[CH2:10][CH2:9]1)=O)(C)(C)C.Cl[CH2:34][C:35]1[C:44]2[C:39](=[CH:40][CH:41]=[CH:42][CH:43]=2)[N:38]=[CH:37][C:36]=1[C:45]#[N:46]. (4) Given the product [ClH:18].[CH3:13][O:14][C:15]1[CH:22]=[CH:21][CH:20]=[CH:19][C:16]=1[CH2:17][O:1][NH2:2], predict the reactants needed to synthesize it. The reactants are: [OH:1][N:2]1C(=O)C2=CC=CC=C2C1=O.[CH3:13][O:14][C:15]1[CH:22]=[CH:21][CH:20]=[CH:19][C:16]=1[CH2:17][Cl:18]. (5) Given the product [Br:1][C:2]1[CH:3]=[CH:4][C:5]([Cl:10])=[C:6]([CH:7]=1)[CH2:8][O:9][Si:16]([C:19]([CH3:22])([CH3:21])[CH3:20])([CH3:18])[CH3:17], predict the reactants needed to synthesize it. The reactants are: [Br:1][C:2]1[CH:3]=[CH:4][C:5]([Cl:10])=[C:6]([CH2:8][OH:9])[CH:7]=1.N1C=CN=C1.[Si:16](Cl)([C:19]([CH3:22])([CH3:21])[CH3:20])([CH3:18])[CH3:17].